This data is from Experimentally validated miRNA-target interactions with 360,000+ pairs, plus equal number of negative samples. The task is: Binary Classification. Given a miRNA mature sequence and a target amino acid sequence, predict their likelihood of interaction. (1) The miRNA is mmu-miR-6945-3p with sequence UCUGAGCUCUGCCCUUCCCAU. The protein sequence of the target gene is MEIVSTGNETITEFVLLGFYDIPELHFLFFIVFTAVYVFIIIGNMLIIVAVVSSQRLHKPMYIFLANLSFLDILYTSAVMPKMLEGFLQEATISVAGCLLQFFIFGSLATAECLLLAVMAYDRYLAICYPLHYPLLMGPRRYMGLVVTTWLSGFVVDGLVVALVAQLRFCGPNHIDQFYCDFMLFVGLACSDPRVAQVTTLILSVFCLTIPFGLILTSYARIVVAVLRVPAGASRRRAFSTCSSHLAVVTTFYGTLMIFYVAPSAVHSQLLSKVFSLLYTVVTPLFNPVIYTMRNKEVHQ.... Result: 0 (no interaction). (2) The miRNA is cel-miR-1828 with sequence ACUGGAAGCAUUUAAGUGAUAGU. The protein sequence of the target gene is MEGVRVPIACALILLAISSITSASIVEHTFNVQNLTVSRLCKRQVITVVNGSLPGPTIRVKEGDSLVIHVLNHSPHNITIHWHGIFHKLTVWADGPSMITQCPIQPGQRYAYRFNITGQEGTLWWHAHASFLRATVYGALVIRPKSGHSYPFPKPHKEVPILFGEWWNTDVVALEEAAIATGVPPNNSDAYTINGRPGNLYPCSKDRMFSLNVVKGKRYLLRIINAAMNIQLFFKIANHRLTVVAADAVYTAPYVTDVIVIAPGQTIDALLFADQSVDTSYYMAAHPYASAPAVPFPNTT.... Result: 0 (no interaction). (3) The miRNA is hsa-miR-613 with sequence AGGAAUGUUCCUUCUUUGCC. The protein sequence of the target gene is MSLSFCGNNISSYNINDGVLQNSCFVDALNLVPHVFLLFITFPILFIGWGSQSSKVQIHHNTWLHFPGHNLRWILTFALLFVHVCEIAEGIVSDSRRESRHLHLFMPAVMGFVATTTSIVYYHNIETSNFPKLLLALFLYWVMAFITKTIKLVKYCQSGLDISNLRFCITGMMVILNGLLMAVEINVIRVRRYVFFMNPQKVKPPEDLQDLGVRFLQPFVNLLSKATYWWMNTLIISAHKKPIDLKAIGKLPIAMRAVTNYVCLKDAYEEQKKKVADHPNRTPSIWLAMYRAFGRPILLS.... Result: 0 (no interaction). (4) The miRNA is hsa-miR-6867-3p with sequence CUCUCCCUCUUUACCCACUAG. The protein sequence of the target gene is MDRSSKRRQVKPLAASLLEALDYDSSDDSDFKVGDASDSEGSGNGSEDASKDSGEGSCSDSEENILEEELNEDIKVKEEQLKNSAEEEVLSSEKQLIKMEKKEEEENGERPRKKKEKEKEKEKEKEKEKEREKEKEKATVSENVAASAAATTPATSPPAVNTSPSVPTTTTATEEQVSEPKKWNLRRNRPLLDFVSMEELNDMDDYDSEDDNDWRPTVVKRKGRSASQKEGSDGDNEDDEDEGSGSDEDENDEGNDEDHSSPASEGGCKKKKSKVLSRNSADDEELTNDSLTLSQSKSNE.... Result: 0 (no interaction). (5) The miRNA is mmu-miR-21a-3p with sequence CAACAGCAGUCGAUGGGCUGUC. The protein sequence of the target gene is MNHFRKMEVINLTTLPMIPVDEHLAVSLVARNTMVKTVRKELENNPPSCLIGSMHQVNQKIADINLRTEPSANSLAIERFELEKKALREKTRSSPEDKVKRQRKSQYSCKGSELRHARSSVIKRKTADKNLLAELYQYSNFNSSKPNKLPNGVDFCDMVGNVVRAERDCLSGKHFCSGRELEKFLSSSSPRAIWLDSFWWIFHERYQPNKELQNNLFDRIAQHYALLLFRVPKSHSEEALLKRLPSLLSKAVYTSFCCCFPQSWFDTHEFKSDICNTMSLWISGTYPSPQSYDSWDYSEL.... Result: 0 (no interaction). (6) The miRNA is hsa-miR-4295 with sequence CAGUGCAAUGUUUUCCUU. The protein sequence of the target gene is MAENREPRGAVEAELDPVEYTLRKRLPSRLPRRPNDIYVNMKTDFKAQLARCQKLLDGGARGQNACSEIYIHGLGLAINRAINIALQLQAGSFGSLQVAANTSTVELVDELEPETDTREPLTRIRNNSAIHIRVFRVTPK. Result: 1 (interaction). (7) The miRNA is hsa-miR-6780a-5p with sequence UUGGGAGGGAAGACAGCUGGAGA. The protein sequence of the target gene is MGREFGNLTRMRHVISYSLSPFEQRAYPHVFTKGIPNVLRRIRESFFRVVPQFVVFYLIYTWGTEEFERSKRKNPAAYENDK. Result: 1 (interaction). (8) The miRNA is hsa-miR-455-3p with sequence GCAGUCCAUGGGCAUAUACAC. The protein sequence of the target gene is MVRGARQPQQPRSRLAPRLTGTVEKPPRKRRSRTEFALKEIMSSGGAEDDIPQGERKTVTDFCYLLDKSKQLFNGLRDLPQYGQKQWQSYFGRTFDVYTKLWKFQQQHRQVLDNRYGLKRWQIGEIASKIGQLYYHYYLRTSETSYLNEAFSFYSAIRQRSYYSQVNKEDRPELVVKKLRYYARFIVVCLLLNKMDVVKDLVKELSDEIEDYTHRFNTEDQVEWNLVLQEVAAFIEADPVMVLNDDNTIVITSNRLAETGAPLLEQGMIVGQLSLADALIIGNCNNQVKFSELTVDMFRM.... Result: 1 (interaction).